Dataset: Full USPTO retrosynthesis dataset with 1.9M reactions from patents (1976-2016). Task: Predict the reactants needed to synthesize the given product. Given the product [CH2:1]([N:8]([CH2:9][CH2:10][O:11][CH2:12][C:13]1[CH:18]=[CH:17][CH:16]=[CH:15][CH:14]=1)[CH2:30][C@@H:28]([C:24]1[CH:25]=[CH:26][CH:27]=[C:22]([N+:19]([O-:21])=[O:20])[CH:23]=1)[OH:29])[C:2]1[CH:3]=[CH:4][CH:5]=[CH:6][CH:7]=1, predict the reactants needed to synthesize it. The reactants are: [CH2:1]([NH:8][CH2:9][CH2:10][O:11][CH2:12][C:13]1[CH:18]=[CH:17][CH:16]=[CH:15][CH:14]=1)[C:2]1[CH:7]=[CH:6][CH:5]=[CH:4][CH:3]=1.[N+:19]([C:22]1[CH:23]=[C:24]([C@@H:28]2[CH2:30][O:29]2)[CH:25]=[CH:26][CH:27]=1)([O-:21])=[O:20].